From a dataset of Full USPTO retrosynthesis dataset with 1.9M reactions from patents (1976-2016). Predict the reactants needed to synthesize the given product. Given the product [Cl:31][C:32]1[CH:37]=[CH:36][C:35]([C:38]([C:40]2[CH:41]=[N:42][C:43]([C:46]3[C:47]([CH3:70])=[N:48][N:49]([C:51]([C:64]4[CH:69]=[CH:68][CH:67]=[CH:66][CH:65]=4)([C:58]4[CH:63]=[CH:62][CH:61]=[CH:60][CH:59]=4)[C:52]4[CH:57]=[CH:56][CH:55]=[CH:54][CH:53]=4)[CH:50]=3)=[CH:44][CH:45]=2)=[CH:30][N:21]([CH3:22])[CH:12]([C:6]2[CH:11]=[CH:10][CH:9]=[CH:8][CH:7]=2)[CH3:15])=[CH:34][CH:33]=1, predict the reactants needed to synthesize it. The reactants are: C([Li])CCC.[C:6]1([C:12]([N:21]([CH3:30])[CH:22](C2C=CC=CC=2)C)([C:15]2C=CC=CC=2)[PH2]=O)[CH:11]=[CH:10][CH:9]=[CH:8][CH:7]=1.[Cl:31][C:32]1[CH:37]=[CH:36][C:35]([C:38]([C:40]2[CH:41]=[N:42][C:43]([C:46]3[C:47]([CH3:70])=[N:48][N:49]([C:51]([C:64]4[CH:69]=[CH:68][CH:67]=[CH:66][CH:65]=4)([C:58]4[CH:63]=[CH:62][CH:61]=[CH:60][CH:59]=4)[C:52]4[CH:57]=[CH:56][CH:55]=[CH:54][CH:53]=4)[CH:50]=3)=[CH:44][CH:45]=2)=O)=[CH:34][CH:33]=1.